Dataset: NCI-60 drug combinations with 297,098 pairs across 59 cell lines. Task: Regression. Given two drug SMILES strings and cell line genomic features, predict the synergy score measuring deviation from expected non-interaction effect. (1) Drug 1: C1C(C(OC1N2C=NC3=C(N=C(N=C32)Cl)N)CO)O. Drug 2: CC1CCC2CC(C(=CC=CC=CC(CC(C(=O)C(C(C(=CC(C(=O)CC(OC(=O)C3CCCCN3C(=O)C(=O)C1(O2)O)C(C)CC4CCC(C(C4)OC)OCCO)C)C)O)OC)C)C)C)OC. Cell line: HL-60(TB). Synergy scores: CSS=40.0, Synergy_ZIP=-2.37, Synergy_Bliss=-6.99, Synergy_Loewe=-18.2, Synergy_HSA=-7.29. (2) Drug 1: CS(=O)(=O)C1=CC(=C(C=C1)C(=O)NC2=CC(=C(C=C2)Cl)C3=CC=CC=N3)Cl. Drug 2: N.N.Cl[Pt+2]Cl. Cell line: LOX IMVI. Synergy scores: CSS=49.5, Synergy_ZIP=22.4, Synergy_Bliss=23.0, Synergy_Loewe=25.0, Synergy_HSA=25.0. (3) Drug 1: CC1=C(C=C(C=C1)NC(=O)C2=CC=C(C=C2)CN3CCN(CC3)C)NC4=NC=CC(=N4)C5=CN=CC=C5. Drug 2: CC12CCC3C(C1CCC2O)C(CC4=C3C=CC(=C4)O)CCCCCCCCCS(=O)CCCC(C(F)(F)F)(F)F. Cell line: MDA-MB-231. Synergy scores: CSS=-4.41, Synergy_ZIP=3.47, Synergy_Bliss=2.92, Synergy_Loewe=-3.39, Synergy_HSA=-2.49. (4) Drug 1: C1CCC(C1)C(CC#N)N2C=C(C=N2)C3=C4C=CNC4=NC=N3. Drug 2: C1CC(=O)NC(=O)C1N2C(=O)C3=CC=CC=C3C2=O. Cell line: NCI-H460. Synergy scores: CSS=0.146, Synergy_ZIP=0.594, Synergy_Bliss=1.59, Synergy_Loewe=-0.200, Synergy_HSA=0.541. (5) Drug 1: CC12CCC3C(C1CCC2=O)CC(=C)C4=CC(=O)C=CC34C. Drug 2: C1=NC(=NC(=O)N1C2C(C(C(O2)CO)O)O)N. Cell line: A549. Synergy scores: CSS=22.4, Synergy_ZIP=0.399, Synergy_Bliss=1.64, Synergy_Loewe=1.08, Synergy_HSA=0.406. (6) Drug 1: COC1=NC(=NC2=C1N=CN2C3C(C(C(O3)CO)O)O)N. Drug 2: CC12CCC3C(C1CCC2O)C(CC4=C3C=CC(=C4)O)CCCCCCCCCS(=O)CCCC(C(F)(F)F)(F)F. Synergy scores: CSS=21.3, Synergy_ZIP=-3.74, Synergy_Bliss=1.51, Synergy_Loewe=2.36, Synergy_HSA=3.41. Cell line: PC-3.